This data is from Catalyst prediction with 721,799 reactions and 888 catalyst types from USPTO. The task is: Predict which catalyst facilitates the given reaction. (1) Reactant: [C:1]([C:3]1[CH:4]=[C:5]([C:13]([NH:15][NH:16][C:17](=O)[C:18]2[CH:23]=[CH:22][C:21]([Br:24])=[CH:20][C:19]=2[CH3:25])=O)[CH:6]=[CH:7][C:8]=1[O:9][CH:10]([CH3:12])[CH3:11])#[N:2].C1(C)C=CC=CC=1.COC1C=CC(P2(SP(C3C=CC(OC)=CC=3)(=S)S2)=[S:43])=CC=1. Product: [C:1]([C:3]1[CH:4]=[C:5]([C:13]2[S:43][C:17]([C:18]3[CH:23]=[CH:22][C:21]([Br:24])=[CH:20][C:19]=3[CH3:25])=[N:16][N:15]=2)[CH:6]=[CH:7][C:8]=1[O:9][CH:10]([CH3:12])[CH3:11])#[N:2]. The catalyst class is: 17. (2) Reactant: N([O-])=O.[Na+].N[C:6]1[CH:14]=[C:13]2[C:9]([CH2:10][O:11][C:12]2=[O:15])=[CH:8][CH:7]=1.[BrH:16]. Product: [Br:16][C:6]1[CH:14]=[C:13]2[C:9]([CH2:10][O:11][C:12]2=[O:15])=[CH:8][CH:7]=1. The catalyst class is: 6.